From a dataset of Forward reaction prediction with 1.9M reactions from USPTO patents (1976-2016). Predict the product of the given reaction. (1) Given the reactants C(OC(=O)[NH:7][CH:8]1[CH2:13][CH2:12][CH:11]([NH:14][C:15]2[N:20]=[C:19]3[N:21](COCC[Si](C)(C)C)[N:22]=[C:23]([C:24]4[CH:29]=[CH:28][CH:27]=[C:26]([NH:30][CH2:31][C:32]5[CH:37]=[CH:36][CH:35]=[CH:34][C:33]=5[Cl:38])[CH:25]=4)[C:18]3=[CH:17][N:16]=2)[CH2:10][CH2:9]1)(C)(C)C.C(O)(C(F)(F)F)=O, predict the reaction product. The product is: [Cl:38][C:33]1[CH:34]=[CH:35][CH:36]=[CH:37][C:32]=1[CH2:31][NH:30][C:26]1[CH:25]=[C:24]([C:23]2[C:18]3[C:19](=[N:20][C:15]([NH:14][CH:11]4[CH2:12][CH2:13][CH:8]([NH2:7])[CH2:9][CH2:10]4)=[N:16][CH:17]=3)[NH:21][N:22]=2)[CH:29]=[CH:28][CH:27]=1. (2) Given the reactants Br[C:2]1[CH:14]=[N:13][C:12]2[C:11]3[C:10]([C:15]([O:17][CH3:18])=[O:16])=[CH:9][CH:8]=[CH:7][C:6]=3[NH:5][C:4]=2[CH:3]=1.[CH3:19][N:20]1[C:24]([Sn](CCCC)(CCCC)CCCC)=[C:23]([CH3:38])[N:22]=[N:21]1.CN(C=O)C, predict the reaction product. The product is: [CH3:19][N:20]1[C:24]([C:2]2[CH:14]=[N:13][C:12]3[C:11]4[C:10]([C:15]([O:17][CH3:18])=[O:16])=[CH:9][CH:8]=[CH:7][C:6]=4[NH:5][C:4]=3[CH:3]=2)=[C:23]([CH3:38])[N:22]=[N:21]1. (3) Given the reactants [CH2:1]([N:3]([CH2:61][CH3:62])[C:4]1[CH:9]=[CH:8][C:7]([NH:10][C:11]([C:13]2[CH:14]=[C:15]([C:19](=[O:40])[N:20]([CH3:39])CCOCCOCCOCCC(OC(C)(C)C)=O)[CH:16]=[CH:17][CH:18]=2)=[O:12])=[C:6]([C:41]2[CH:46]=[C:45]([C:47](=[O:60])[NH:48][CH2:49][C:50]3[CH:55]=[CH:54][CH:53]=[C:52]([C:56]([F:59])([F:58])[F:57])[CH:51]=3)[CH:44]=[CH:43][N:42]=2)[CH:5]=1)[CH3:2].[CH3:63][O:64][CH2:65][CH2:66][NH:67][C:68]([C@H:70]1[CH2:75][CH2:74][CH2:73]NC1)=[O:69], predict the reaction product. The product is: [CH2:1]([N:3]([CH2:61][CH3:62])[C:4]1[CH:9]=[CH:8][C:7]([NH:10][C:11](=[O:12])[C:13]2[CH:18]=[CH:17][CH:16]=[C:15]([C:19]([N:20]3[CH2:73][CH2:74][CH2:75][C@H:70]([C:68](=[O:69])[NH:67][CH2:66][CH2:65][O:64][CH3:63])[CH2:39]3)=[O:40])[CH:14]=2)=[C:6]([C:41]2[CH:46]=[C:45]([CH:44]=[CH:43][N:42]=2)[C:47]([NH:48][CH2:49][C:50]2[CH:55]=[CH:54][CH:53]=[C:52]([C:56]([F:59])([F:58])[F:57])[CH:51]=2)=[O:60])[CH:5]=1)[CH3:2]. (4) The product is: [I:8][C:7]1[C:2]([NH:17][C@@H:14]2[CH2:15][CH2:16][O:12][CH2:13]2)=[N:3][C:4]([NH2:10])=[N:5][C:6]=1[CH3:9]. Given the reactants Cl[C:2]1[C:7]([I:8])=[C:6]([CH3:9])[N:5]=[C:4]([NH2:10])[N:3]=1.Cl.[O:12]1[CH2:16][CH2:15][C@@H:14]([NH2:17])[CH2:13]1.C(N(CC)CC)C, predict the reaction product. (5) The product is: [Cl:1][C:2]1[CH:3]=[CH:4][C:5]([O:15][CH2:16][C:17]2[CH:22]=[CH:21][C:20]([Br:23])=[CH:19][C:18]=2[F:24])=[C:6]([C:8]2[N:25]([C:26]3[CH:27]=[C:28]([C:32]([Cl:35])=[CH:33][CH:34]=3)[C:29]([OH:31])=[O:30])[C:11]([CH3:12])=[CH:10][CH:9]=2)[CH:7]=1. Given the reactants [Cl:1][C:2]1[CH:3]=[CH:4][C:5]([O:15][CH2:16][C:17]2[CH:22]=[CH:21][C:20]([Br:23])=[CH:19][C:18]=2[F:24])=[C:6]([C:8](=O)[CH2:9][CH2:10][C:11](=O)[CH3:12])[CH:7]=1.[NH2:25][C:26]1[CH:27]=[C:28]([C:32]([Cl:35])=[CH:33][CH:34]=1)[C:29]([OH:31])=[O:30].CC1C=CC(S(O)(=O)=O)=CC=1, predict the reaction product. (6) Given the reactants [Cl:1][C:2]1[CH:3]=[CH:4][C:5]([C:28]([F:31])([F:30])[F:29])=[C:6]([CH:27]=1)[CH2:7][N:8]1[CH2:13][CH2:12][NH:11][C:10]2[N:14]=[CH:15][C:16]([C:18]3[CH:19]=[C:20]([CH:24]=[CH:25][CH:26]=3)[C:21](O)=[O:22])=[CH:17][C:9]1=2.[CH2:32]([O:34][C:35]([N:37]1[CH2:42][CH2:41][CH:40]([NH2:43])[CH2:39][CH2:38]1)=[O:36])[CH3:33], predict the reaction product. The product is: [CH2:32]([O:34][C:35]([N:37]1[CH2:38][CH2:39][CH:40]([NH:43][C:21](=[O:22])[C:20]2[CH:24]=[CH:25][CH:26]=[C:18]([C:16]3[CH:15]=[N:14][C:10]4[NH:11][CH2:12][CH2:13][N:8]([CH2:7][C:6]5[CH:27]=[C:2]([Cl:1])[CH:3]=[CH:4][C:5]=5[C:28]([F:31])([F:30])[F:29])[C:9]=4[CH:17]=3)[CH:19]=2)[CH2:41][CH2:42]1)=[O:36])[CH3:33]. (7) Given the reactants [CH3:1][S:2](Cl)(=[O:4])=[O:3].[CH:6]([C:9]1[N:13]=[C:12]([N:14]2[CH2:19][CH2:18][CH:17]([CH2:20][CH2:21][CH2:22][OH:23])[CH2:16][CH2:15]2)[O:11][N:10]=1)([CH3:8])[CH3:7].CCN(CC)CC, predict the reaction product. The product is: [CH:6]([C:9]1[N:13]=[C:12]([N:14]2[CH2:19][CH2:18][CH:17]([CH2:20][CH2:21][CH2:22][O:23][S:2]([CH3:1])(=[O:4])=[O:3])[CH2:16][CH2:15]2)[O:11][N:10]=1)([CH3:8])[CH3:7]. (8) Given the reactants [N:1]([CH:4]([CH:26]([CH3:28])[CH3:27])[CH2:5][CH2:6][CH2:7][O:8][Si:9]([C:22]([CH3:25])([CH3:24])[CH3:23])([C:16]1[CH:21]=[CH:20][CH:19]=[CH:18][CH:17]=1)[C:10]1[CH:15]=[CH:14][CH:13]=[CH:12][CH:11]=1)=[N+]=[N-].C(CC(OC)=O)C.[H][H], predict the reaction product. The product is: [Si:9]([O:8][CH2:7][CH2:6][CH2:5][CH:4]([NH2:1])[CH:26]([CH3:27])[CH3:28])([C:22]([CH3:24])([CH3:25])[CH3:23])([C:16]1[CH:17]=[CH:18][CH:19]=[CH:20][CH:21]=1)[C:10]1[CH:11]=[CH:12][CH:13]=[CH:14][CH:15]=1.